Dataset: Peptide-MHC class I binding affinity with 185,985 pairs from IEDB/IMGT. Task: Regression. Given a peptide amino acid sequence and an MHC pseudo amino acid sequence, predict their binding affinity value. This is MHC class I binding data. (1) The peptide sequence is VTNLISETLK. The MHC is HLA-B51:01 with pseudo-sequence HLA-B51:01. The binding affinity (normalized) is 0. (2) The peptide sequence is AASCGGAVF. The MHC is HLA-B27:05 with pseudo-sequence HLA-B27:05. The binding affinity (normalized) is 0. (3) The peptide sequence is LPYPQPQLPY. The MHC is HLA-B54:01 with pseudo-sequence HLA-B54:01. The binding affinity (normalized) is 0.163.